From a dataset of Full USPTO retrosynthesis dataset with 1.9M reactions from patents (1976-2016). Predict the reactants needed to synthesize the given product. (1) Given the product [CH3:1][O:2][C:3]1[CH:4]=[C:5]([CH:26]=[CH:27][C:28]=1[O:29][CH2:30][C:31]1[N:32]=[C:33]([C:37]2[CH:42]=[CH:41][CH:40]=[CH:39][CH:38]=2)[O:34][C:35]=1[CH3:36])[CH2:6][O:7][C:8]1[C:12](/[CH:13]=[CH:14]/[C:15]([OH:17])=[O:16])=[CH:11][N:10]([C:20]2[CH:21]=[CH:22][CH:23]=[CH:24][CH:25]=2)[N:9]=1, predict the reactants needed to synthesize it. The reactants are: [CH3:1][O:2][C:3]1[CH:4]=[C:5]([CH:26]=[CH:27][C:28]=1[O:29][CH2:30][C:31]1[N:32]=[C:33]([C:37]2[CH:42]=[CH:41][CH:40]=[CH:39][CH:38]=2)[O:34][C:35]=1[CH3:36])[CH2:6][O:7][C:8]1[C:12](/[CH:13]=[CH:14]/[C:15]([O:17]CC)=[O:16])=[CH:11][N:10]([C:20]2[CH:25]=[CH:24][CH:23]=[CH:22][CH:21]=2)[N:9]=1.[OH-].[Na+].O1CCCC1.Cl. (2) Given the product [C:18]1([C:13]2[CH:14]=[CH:15][CH:16]=[C:17]3[C:12]=2[C:11]([NH:24][CH2:25][C:26]2[CH:31]=[CH:30][CH:29]=[CH:28][N:27]=2)=[N:10][N:9]=[C:8]3[C:4]2[CH:3]=[C:2]([NH:1][C:38](=[O:40])[CH3:39])[CH:7]=[N:6][CH:5]=2)[CH:23]=[CH:22][CH:21]=[CH:20][CH:19]=1, predict the reactants needed to synthesize it. The reactants are: [NH2:1][C:2]1[CH:3]=[C:4]([C:8]2[C:17]3[C:12](=[C:13]([C:18]4[CH:23]=[CH:22][CH:21]=[CH:20][CH:19]=4)[CH:14]=[CH:15][CH:16]=3)[C:11]([NH:24][CH2:25][C:26]3[CH:31]=[CH:30][CH:29]=[CH:28][N:27]=3)=[N:10][N:9]=2)[CH:5]=[N:6][CH:7]=1.N1C=CC=CC=1.[C:38](Cl)(=[O:40])[CH3:39]. (3) Given the product [CH3:31][O:32][C:13](=[O:14])[C:5]1[CH:6]=[C:7]([O:8][C:9]([F:10])([F:11])[F:12])[C:2]([Br:1])=[CH:3][C:4]=1[Cl:15], predict the reactants needed to synthesize it. The reactants are: [Br:1][C:2]1[C:7]([O:8][C:9]([F:12])([F:11])[F:10])=[CH:6][C:5]([CH2:13][OH:14])=[C:4]([Cl:15])[CH:3]=1.CC(OO)(C)C.[I-].[K+].S([O-])([O-])(=O)=S.[Na+].[Na+].[CH3:31][OH:32]. (4) Given the product [CH:1]1([C:4]([N:41]2[CH2:40][C@@H:39]3[CH2:45][C@@H:43]([CH2:44][NH:38]3)[CH2:42]2)=[O:6])[CH2:3][CH2:2]1, predict the reactants needed to synthesize it. The reactants are: [CH:1]1([C:4]([OH:6])=O)[CH2:3][CH2:2]1.CN(C(ON1N=NC2C1=CC=CC=2)=[N+](C)C)C.F[P-](F)(F)(F)(F)F.C(OC([N:38]1[CH2:44][C@@H:43]2[CH2:45][C@H:39]1[CH2:40][NH:41][CH2:42]2)=O)(C)(C)C.[Cl-].[NH4+]. (5) Given the product [C:8]([O:12][C:13]([N:15]1[CH2:20][CH2:19][C:18]2[N:21]=[C:22]([Br:25])[S:23][C:17]=2[CH2:16]1)=[O:14])([CH3:11])([CH3:10])[CH3:9], predict the reactants needed to synthesize it. The reactants are: C(ON=O)C(C)C.[C:8]([O:12][C:13]([N:15]1[CH2:20][CH2:19][C:18]2[N:21]=[C:22](N)[S:23][C:17]=2[CH2:16]1)=[O:14])([CH3:11])([CH3:10])[CH3:9].[Br-:25]. (6) Given the product [C:19]([CH:17]([NH:18][CH:6]1[C:5]2[C:10](=[CH:11][CH:2]=[CH:3][CH:4]=2)[C:8](=[O:9])[O:7]1)[CH2:16][C:15]1[CH:22]=[CH:23][CH:24]=[C:13]([CH3:12])[CH:14]=1)([OH:21])=[O:20], predict the reactants needed to synthesize it. The reactants are: I[C:2]1[CH:11]=[C:10]2[C:5]([CH2:6][O:7][C:8]2=[O:9])=[CH:4][CH:3]=1.[CH3:12][C:13]1[CH:14]=[C:15]([CH:22]=[CH:23][CH:24]=1)[CH2:16][C@@H:17]([C:19]([OH:21])=[O:20])[NH2:18].Cl.C1(C)C=CC=CC=1P(C1C=CC=CC=1C)C1C=CC=CC=1C.C(N(CC)CC)C.